Dataset: Full USPTO retrosynthesis dataset with 1.9M reactions from patents (1976-2016). Task: Predict the reactants needed to synthesize the given product. (1) Given the product [CH3:1][S:2][C:3]1[CH:4]=[C:5]2[C:6]([CH2:9][CH2:10][CH2:11][C:12]2=[O:14])=[CH:7][CH:8]=1, predict the reactants needed to synthesize it. The reactants are: [CH3:1][S:2][C:3]1[CH:8]=[CH:7][C:6]([CH2:9][CH2:10][CH2:11][C:12]([OH:14])=O)=[CH:5][CH:4]=1. (2) Given the product [NH:30]1[C:29]([NH:28][C:13]([C:10]2[S:11][CH:12]=[C:8]([C:5]3[CH:6]=[CH:7][C:2]([Cl:1])=[CH:3][CH:4]=3)[N:9]=2)=[O:15])=[N:33][N:32]=[N:31]1, predict the reactants needed to synthesize it. The reactants are: [Cl:1][C:2]1[CH:7]=[CH:6][C:5]([C:8]2[N:9]=[C:10]([C:13]([OH:15])=O)[S:11][CH:12]=2)=[CH:4][CH:3]=1.C1N=CN(C(N2C=NC=C2)=O)C=1.[NH2:28][C:29]1[NH:33][N:32]=[N:31][N:30]=1. (3) The reactants are: [CH3:1][O:2][C:3](=[O:13])[CH2:4][C:5]1[CH:10]=[CH:9][C:8]([NH:11][CH3:12])=[CH:7][CH:6]=1.[CH:14](N(CC)C(C)C)([CH3:16])[CH3:15].C(Cl)C=C.C(=O)(O)[O-:28].[Na+]. Given the product [CH3:1][O:2][C:3](=[O:13])[CH2:4][C:5]1[CH:10]=[CH:9][C:8]([NH:11][CH2:12][C:15](=[O:28])[CH:14]=[CH2:16])=[CH:7][CH:6]=1, predict the reactants needed to synthesize it. (4) Given the product [F:17][C:10]1[CH:11]=[C:12]([F:16])[C:13]([F:15])=[CH:14][C:9]=1[CH2:8][C:7]([OH:22])=[O:24], predict the reactants needed to synthesize it. The reactants are: S(=O)(=O)(O)O.Cl[C:7]#[C:8][C:9]1[CH:14]=[C:13]([F:15])[C:12]([F:16])=[CH:11][C:10]=1[F:17].CC([O:22]C)(C)C.[OH2:24].